From a dataset of Catalyst prediction with 721,799 reactions and 888 catalyst types from USPTO. Predict which catalyst facilitates the given reaction. (1) Reactant: C(OC([NH:8][C@@H:9]([C:19]([NH:21][CH2:22][C:23]([O:25]CC)=O)=[O:20])[CH2:10][C:11]1[CH:16]=[CH:15][C:14]([Cl:17])=[CH:13][C:12]=1[Cl:18])=O)(C)(C)C.C(O)(C(F)(F)F)=O. Product: [Cl:18][C:12]1[CH:13]=[C:14]([Cl:17])[CH:15]=[CH:16][C:11]=1[CH2:10][C@H:9]1[NH:8][C:23](=[O:25])[CH2:22][NH:21][C:19]1=[O:20]. The catalyst class is: 4. (2) Reactant: [NH2:1][CH2:2][C:3]1[CH:8]=[CH:7][CH:6]=[CH:5][N:4]=1.Cl[C:10]1[CH:15]=[CH:14][C:13]([N+:16]([O-:18])=[O:17])=[CH:12][N:11]=1. Product: [N:4]1[CH:5]=[CH:6][CH:7]=[CH:8][C:3]=1[CH2:2][NH:1][C:10]1[CH:15]=[CH:14][C:13]([N+:16]([O-:18])=[O:17])=[CH:12][N:11]=1. The catalyst class is: 7. (3) Reactant: [Br:1][C:2]1[C:13]([CH3:14])=[N:12][C:5]2=[N:6][C:7](Cl)=[C:8]([Cl:10])[N:9]=[C:4]2[CH:3]=1.Cl.[NH:16]1[CH2:19][CH:18]([N:20]([CH3:28])[C:21](=[O:27])[O:22][C:23]([CH3:26])([CH3:25])[CH3:24])[CH2:17]1. Product: [Br:1][C:2]1[C:13]([CH3:14])=[N:12][C:5]2=[N:6][C:7]([N:16]3[CH2:19][CH:18]([N:20]([CH3:28])[C:21](=[O:27])[O:22][C:23]([CH3:24])([CH3:25])[CH3:26])[CH2:17]3)=[C:8]([Cl:10])[N:9]=[C:4]2[CH:3]=1. The catalyst class is: 2. (4) Reactant: [CH3:1][O:2][C:3]1[CH:10]=[CH:9][C:8]([O:11][CH3:12])=[CH:7][C:4]=1[CH2:5][Cl:6].[Zn:13].NC1C=CC(I)=CC=1C#N. Product: [Cl-:6].[CH3:1][O:2][C:3]1[CH:10]=[CH:9][C:8]([O:11][CH3:12])=[CH:7][C:4]=1[CH2:5][Zn+:13]. The catalyst class is: 1. (5) Reactant: Cl.[NH2:2][C@@H:3]1[CH2:7][CH2:6][C@:5]([CH:12]([CH3:14])[CH3:13])([C:8]([O:10][CH3:11])=[O:9])[CH2:4]1.Cl.N[C@@H]1CC[C@](C(C)C)(C([O:24][CH2:25][C:26]2[CH:31]=[CH:30][CH:29]=CC=2)=O)C1.C1(C(=N[C@@H]2CC[C@H](C(OCC3C=CC=CC=3)=O)C2)C2C=CC=CC=2)C=CC=CC=1.O1CCC(=O)CC1.C(N(CC)CC)C.C(O[BH-](OC(=O)C)OC(=O)C)(=O)C.[Na+]. Product: [CH:12]([C@:5]1([C:8]([O:10][CH3:11])=[O:9])[CH2:6][CH2:7][C@@H:3]([NH:2][CH:31]2[CH2:26][CH2:25][O:24][CH2:29][CH2:30]2)[CH2:4]1)([CH3:14])[CH3:13]. The catalyst class is: 2.